This data is from Full USPTO retrosynthesis dataset with 1.9M reactions from patents (1976-2016). The task is: Predict the reactants needed to synthesize the given product. (1) Given the product [CH2:1]([N:8]1[C:13]2[CH:14]=[C:15]([CH2:18][C:19]3[CH:20]=[C:21]([C@H:28]4[C@H:33]([OH:34])[C@@H:32]([OH:35])[C@H:31]([OH:36])[C@@H:30]([CH2:37][OH:38])[O:29]4)[CH:22]=[CH:23][C:24]=3[CH:25]([CH3:27])[CH3:26])[CH:16]=[CH:17][C:12]=2[O:11][CH2:10][CH2:9]1)[C:2]1[CH:7]=[CH:6][CH:5]=[CH:4][CH:3]=1, predict the reactants needed to synthesize it. The reactants are: [CH2:1]([N:8]1[C:13]2[CH:14]=[C:15]([CH2:18][C:19]3[CH:20]=[C:21]([C:28]4(OC)[C@H:33]([OH:34])[C@@H:32]([OH:35])[C@H:31]([OH:36])[C@@H:30]([CH2:37][OH:38])[O:29]4)[CH:22]=[CH:23][C:24]=3[CH:25]([CH3:27])[CH3:26])[CH:16]=[CH:17][C:12]=2[O:11][CH2:10][CH2:9]1)[C:2]1[CH:7]=[CH:6][CH:5]=[CH:4][CH:3]=1.C([SiH](CC)CC)C.B(F)(F)F. (2) Given the product [O:1]1[CH2:6][CH2:5][CH2:4][CH2:3][CH:2]1[C:7]([OH:16])=[O:8], predict the reactants needed to synthesize it. The reactants are: [O:1]1[CH2:6][CH2:5][CH2:4][CH2:3][CH:2]1[CH2:7][OH:8].[K+].[Br-].[O-]Cl.[Na+].O.C([O-])(O)=[O:16].[Na+].[OH-].[Na+]. (3) The reactants are: [C:1]([C:4]1[CH:5]=[CH:6][C:7]([C:28]2[CH2:33][CH2:32][C:31]([CH3:35])([CH3:34])[CH2:30][CH:29]=2)=[C:8]([NH:10][C:11]([C:13]2[N:14](COCC[Si](C)(C)C)[CH:15]=[C:16]([C:18]#[N:19])[N:17]=2)=[O:12])[CH:9]=1)(=[O:3])[CH3:2]. Given the product [C:1]([C:4]1[CH:5]=[CH:6][C:7]([C:28]2[CH2:33][CH2:32][C:31]([CH3:35])([CH3:34])[CH2:30][CH:29]=2)=[C:8]([NH:10][C:11]([C:13]2[NH:14][CH:15]=[C:16]([C:18]#[N:19])[N:17]=2)=[O:12])[CH:9]=1)(=[O:3])[CH3:2], predict the reactants needed to synthesize it. (4) Given the product [CH2:22]([N:9]1[CH2:8][CH:7]2[CH2:15][CH:11]([C:12]3[C:6]2=[CH:5][C:4]([N+:1]([O-:3])=[O:2])=[CH:14][CH:13]=3)[CH2:10]1)[CH3:23], predict the reactants needed to synthesize it. The reactants are: [N+:1]([C:4]1[CH:5]=[C:6]2[C:12](=[CH:13][CH:14]=1)[CH:11]1[CH2:15][CH:7]2[CH2:8][NH:9][CH2:10]1)([O-:3])=[O:2].C(=O)([O-])[O-].[K+].[K+].[CH2:22](I)[CH3:23]. (5) Given the product [CH2:14]([N:13]([CH2:21][C:22]1[CH:23]=[CH:24][CH:25]=[CH:26][CH:27]=1)[CH2:12][CH2:11][CH2:10][CH2:9][CH2:8][NH:7][CH3:6])[C:15]1[CH:20]=[CH:19][CH:18]=[CH:17][CH:16]=1, predict the reactants needed to synthesize it. The reactants are: C(O[C:6](=O)[NH:7][CH2:8][CH2:9][CH2:10][CH2:11][CH2:12][N:13]([CH2:21][C:22]1[CH:27]=[CH:26][CH:25]=[CH:24][CH:23]=1)[CH2:14][C:15]1[CH:20]=[CH:19][CH:18]=[CH:17][CH:16]=1)(C)(C)C.[H-].[Al+3].[Li+].[H-].[H-].[H-].[C@H](O)(C([O-])=O)[C@@H](O)C([O-])=O.[Na+].[K+]. (6) The reactants are: [C:1]([C:5]1[CH:10]=[CH:9][C:8]([NH:11][C:12](=[O:22])[C:13]2[CH:18]=[CH:17][C:16]([C:19](=O)[CH3:20])=[CH:15][CH:14]=2)=[CH:7][CH:6]=1)([CH3:4])([CH3:3])[CH3:2].Cl.[CH3:24][O:25][NH2:26].C([O-])(=O)C.[Na+].CO. Given the product [C:1]([C:5]1[CH:6]=[CH:7][C:8]([NH:11][C:12](=[O:22])[C:13]2[CH:18]=[CH:17][C:16]([C:19](=[N:26][O:25][CH3:24])[CH3:20])=[CH:15][CH:14]=2)=[CH:9][CH:10]=1)([CH3:4])([CH3:3])[CH3:2], predict the reactants needed to synthesize it.